From a dataset of Forward reaction prediction with 1.9M reactions from USPTO patents (1976-2016). Predict the product of the given reaction. Given the reactants [CH3:1][O:2][C:3]([C@H:5]1[CH2:10][CH2:9][C@H:8]([CH2:11][NH:12][C:13]2[C:18]([N+:19]([O-])=O)=[CH:17][CH:16]=[C:15]([N:22]([CH2:24][CH2:25][N:26]([CH3:28])[CH3:27])[CH3:23])[N:14]=2)[CH2:7][CH2:6]1)=[O:4].[H][H].Cl[C:32](Cl)([O:34]C(=O)OC(Cl)(Cl)Cl)Cl.O, predict the reaction product. The product is: [CH3:1][O:2][C:3]([C@H:5]1[CH2:10][CH2:9][C@H:8]([CH2:11][N:12]2[C:13]3=[N:14][C:15]([N:22]([CH2:24][CH2:25][N:26]([CH3:28])[CH3:27])[CH3:23])=[CH:16][CH:17]=[C:18]3[NH:19][C:32]2=[O:34])[CH2:7][CH2:6]1)=[O:4].